The task is: Predict the product of the given reaction.. This data is from Forward reaction prediction with 1.9M reactions from USPTO patents (1976-2016). (1) Given the reactants [NH:1]([C:3]1[N:8]=[CH:7][N:6]=[C:5]([OH:9])[CH:4]=1)[NH2:2].N(C1NC=NC(=O)C=1)N.[CH2:19]([N:26]1[CH2:31][CH2:30][C:29](=O)[CH2:28][CH2:27]1)[C:20]1[CH:25]=[CH:24][CH:23]=[CH:22][CH:21]=1, predict the reaction product. The product is: [CH2:19]([N:26]1[CH2:31][CH2:30][C:29](=[N:2][NH:1][C:3]2[N:8]=[CH:7][N:6]=[C:5]([OH:9])[CH:4]=2)[CH2:28][CH2:27]1)[C:20]1[CH:25]=[CH:24][CH:23]=[CH:22][CH:21]=1. (2) Given the reactants Br[C:2]1[C:9]([C:10]#[N:11])=[C:8]([OH:12])[C:7]([OH:13])=[CH:6][C:3]=1[C:4]#[N:5].[Cl:14][C:15]1[CH:20]=[CH:19][CH:18]=[CH:17][C:16]=1[SH:21].C(Cl)Cl, predict the reaction product. The product is: [Cl:14][C:15]1[CH:20]=[CH:19][CH:18]=[CH:17][C:16]=1[S:21][C:2]1[C:9]([C:10]#[N:11])=[C:8]([OH:12])[C:7]([OH:13])=[CH:6][C:3]=1[C:4]#[N:5]. (3) Given the reactants C([O:3][C:4]([C:6]1[O:10][C:9]([C:11]2[CH:16]=[CH:15][CH:14]=[C:13]([N:17]3[N:26]=[CH:25][C:24]4[C:19](=[CH:20][CH:21]=[C:22]([C:27]([CH3:30])([CH3:29])[CH3:28])[CH:23]=4)[C:18]3=[O:31])[C:12]=2[CH2:32][O:33]C(=O)C)=[N:8][C:7]=1[CH3:37])=O)C.[NH3:38].CO, predict the reaction product. The product is: [C:27]([C:22]1[CH:23]=[C:24]2[C:19](=[CH:20][CH:21]=1)[C:18](=[O:31])[N:17]([C:13]1[C:12]([CH2:32][OH:33])=[C:11]([C:9]3[O:10][C:6]([C:4]([NH2:38])=[O:3])=[C:7]([CH3:37])[N:8]=3)[CH:16]=[CH:15][CH:14]=1)[N:26]=[CH:25]2)([CH3:29])([CH3:28])[CH3:30]. (4) Given the reactants [CH3:1][N:2]1[C:10]2[C:5](=[CH:6][C:7]([CH2:11]O)=[CH:8][CH:9]=2)[CH:4]=[C:3]1[CH3:13].[Cl:14][C:15]1[C:20]2[CH:21]=[N:22][NH:23][C:19]=2[CH:18]=[CH:17][N:16]=1.C1(P(C2C=CC=CC=2)C2C=CC=CC=2)C=CC=CC=1, predict the reaction product. The product is: [Cl:14][C:15]1[C:20]2=[CH:21][N:22]([CH2:11][C:7]3[CH:6]=[C:5]4[C:10](=[CH:9][CH:8]=3)[N:2]([CH3:1])[C:3]([CH3:13])=[CH:4]4)[N:23]=[C:19]2[CH:18]=[CH:17][N:16]=1.[Cl:14][C:15]1[C:20]2[CH:21]=[N:22][N:23]([CH2:11][C:7]3[CH:6]=[C:5]4[C:10](=[CH:9][CH:8]=3)[N:2]([CH3:1])[C:3]([CH3:13])=[CH:4]4)[C:19]=2[CH:18]=[CH:17][N:16]=1.